This data is from Drug-target binding data from BindingDB using IC50 measurements. The task is: Regression. Given a target protein amino acid sequence and a drug SMILES string, predict the binding affinity score between them. We predict pIC50 (pIC50 = -log10(IC50 in M); higher means more potent). Dataset: bindingdb_ic50. (1) The drug is COCC(=O)NCCc1cccc(O)c1. The target protein (P35270) has sequence MEGGLGRAVCLLTGASRGFGRTLAPLLASLLSPGSVLVLSARNDEALRQLEAELGAERSGLRVVRVPADLGAEAGLQQLLGALRELPRPKGLQRLLLINNAGSLGDVSKGFVDLSDSTQVNNYWALNLTSMLCLTSSVLKAFPDSPGLNRTVVNISSLCALQPFKGWALYCAGKAARDMLFQVLALEEPNVRVLNYAPGPLDTDMQQLARETSVDPDMRKGLQELKAKGKLVDCKVSAQKLLSLLEKDEFKSGAHVDFYDK. The pIC50 is 7.2. (2) The small molecule is CC[C@H](NC(=O)[C@H](CC1CCCCC1)NC(=O)[C@@H](NC(=O)[C@H](CC(C)C)NC(=O)c1cnccn1)[C@@H](C)CC)C(=O)C(=O)N[C@H](C(=O)O)C(C)C. The target protein (P26664) has sequence MSTNPKPQKKNKRNTNRRPQDVKFPGGGQIVGGVYLLPRRGPRLGVRATRKTSERSQPRGRRQPIPKARRPEGRTWAQPGYPWPLYGNEGCGWAGWLLSPRGSRPSWGPTDPRRRSRNLGKVIDTLTCGFADLMGYIPLVGAPLGGAARALAHGVRVLEDGVNYATGNLPGCSFSIFLLALLSCLTVPASAYQVRNSTGLYHVTNDCPNSSIVYEAADAILHTPGCVPCVREGNASRCWVAMTPTVATRDGKLPATQLRRHIDLLVGSATLCSALYVGDLCGSVFLVGQLFTFSPRRHWTTQGCNCSIYPGHITGHRMAWDMMMNWSPTTALVMAQLLRIPQAILDMIAGAHWGVLAGIAYFSMVGNWAKVLVVLLLFAGVDAETHVTGGSAGHTVSGFVSLLAPGAKQNVQLINTNGSWHLNSTALNCNDSLNTGWLAGLFYHHKFNSSGCPERLASCRPLTDFDQGWGPISYANGSGPDQRPYCWHYPPKPCGIVPAK.... The pIC50 is 5.4. (3) The compound is O=C1CCc2c(Oc3ccc4c(c3)[C@@H]3[C@H](O4)[C@H]3c3nc4ccc(C(F)(F)F)cc4[nH]3)ccnc2N1. The target protein sequence is MEHIQGAWKTISNGFGFKDAVFDGSSCISPTIVQQFGYQRRASDDGKLTDPSKTSNTIRVFLPNKQRTVVNVRNGMSLHDCLMKALKVRGLQPECCAVFRLLHEHKGKKARLDWNTDAASLIGEELQVDFLDHVPLTTHNFARKTFLKLAFCDICQKFLLNGFRCQTCGYKFHEHCSTKVPTMCVDWSNIRQLLLFPNSTIGDSGVPALPSLTMRRMRESVSRMPVSSQHRYSTPHAFTFNTSSPSSEGSLSQRQRSTSTPNVHMVSTTLPVDSRMIEDAIRSHSESASPSALSSSPNNLSPTGWSQPKTPVPAQRERAPVSGTQEKNKIRPRGQRDSSDDWEIEASEVMLSTRIGSGSFGTVYKGKWHGDVAVKILKVVDPTPEQFQAFRNEVAVLRKTRHVNILLFMGYMTKDNLAIVTQWCEGSSLYKHLHVQETKFQMFQLIDIARQTAQGMDYLHAKNIIHRDMKSNNIFLHEGLTVKIGDFGLATVKSRWSGSQ.... The pIC50 is 8.1.